This data is from Catalyst prediction with 721,799 reactions and 888 catalyst types from USPTO. The task is: Predict which catalyst facilitates the given reaction. Reactant: CC(C)([O-])C.[K+].[Cl:7][C:8]1[S:12][C:11]([S:13]([NH:16][CH:17]2[CH:23]3[CH2:24][CH2:25][CH:18]2[CH2:19][C:20]2[CH:29]=[CH:28][C:27]([C:30]#[N:31])=[CH:26][C:21]=2[CH2:22]3)(=[O:15])=[O:14])=[CH:10][CH:9]=1.[CH3:32][O:33][CH2:34]Cl.O. Product: [Cl:7][C:8]1[S:12][C:11]([S:13]([N:16]([CH:17]2[CH:23]3[CH2:24][CH2:25][CH:18]2[CH2:19][C:20]2[CH:29]=[CH:28][C:27]([C:30]#[N:31])=[CH:26][C:21]=2[CH2:22]3)[CH2:32][O:33][CH3:34])(=[O:15])=[O:14])=[CH:10][CH:9]=1. The catalyst class is: 1.